From a dataset of Forward reaction prediction with 1.9M reactions from USPTO patents (1976-2016). Predict the product of the given reaction. Given the reactants [NH2:1][CH:2]1[CH2:7][CH2:6][N:5]([CH2:8][CH2:9][N:10]2[C:19]3[C:14](=[C:15]([F:21])[CH:16]=[C:17]([F:20])[CH:18]=3)[N:13]=[CH:12][C:11]2=[O:22])[CH2:4][CH2:3]1.[O:23]=[C:24]1[CH2:29][O:28][C:27]2[CH:30]=[CH:31][C:32]([CH:34]=O)=[N:33][C:26]=2[NH:25]1.[BH-](OC(C)=O)(OC(C)=O)OC(C)=O.[Na+], predict the reaction product. The product is: [F:21][C:15]1[CH:16]=[C:17]([F:20])[CH:18]=[C:19]2[C:14]=1[N:13]=[CH:12][C:11](=[O:22])[N:10]2[CH2:9][CH2:8][N:5]1[CH2:4][CH2:3][CH:2]([NH:1][CH2:34][C:32]2[CH:31]=[CH:30][C:27]3[O:28][CH2:29][C:24](=[O:23])[NH:25][C:26]=3[N:33]=2)[CH2:7][CH2:6]1.